The task is: Predict which catalyst facilitates the given reaction.. This data is from Catalyst prediction with 721,799 reactions and 888 catalyst types from USPTO. (1) The catalyst class is: 8. Product: [F:14][C:8]1[CH:9]=[CH:10][CH:11]=[C:12]([F:13])[C:7]=1[C:4]1[C:15]([CH3:16])=[N:27][N:26]([CH3:25])[C:5]=1[NH2:6]. Reactant: C([CH:4]([C:7]1[C:12]([F:13])=[CH:11][CH:10]=[CH:9][C:8]=1[F:14])[C:5]#[N:6])(=O)C.[C:15]([O-])(=O)[CH3:16].[Na+].S(O)(O)(=O)=O.[CH3:25][NH:26][NH2:27].O. (2) Reactant: [Br:1][C:2]1[CH:15]=[C:14]([N+:16]([O-])=O)[CH:13]=[CH:12][C:3]=1[O:4][CH2:5][CH2:6][N:7]([CH2:10][CH3:11])[CH2:8][CH3:9].ClCCl.CO. Product: [Br:1][C:2]1[CH:15]=[C:14]([NH2:16])[CH:13]=[CH:12][C:3]=1[O:4][CH2:5][CH2:6][N:7]([CH2:10][CH3:11])[CH2:8][CH3:9]. The catalyst class is: 13.